From a dataset of NCI-60 drug combinations with 297,098 pairs across 59 cell lines. Regression. Given two drug SMILES strings and cell line genomic features, predict the synergy score measuring deviation from expected non-interaction effect. Drug 1: C1CCC(CC1)NC(=O)N(CCCl)N=O. Drug 2: CC1C(C(CC(O1)OC2CC(CC3=C2C(=C4C(=C3O)C(=O)C5=C(C4=O)C(=CC=C5)OC)O)(C(=O)CO)O)N)O.Cl. Cell line: A498. Synergy scores: CSS=51.7, Synergy_ZIP=-4.97, Synergy_Bliss=-4.35, Synergy_Loewe=-9.77, Synergy_HSA=0.832.